This data is from Catalyst prediction with 721,799 reactions and 888 catalyst types from USPTO. The task is: Predict which catalyst facilitates the given reaction. (1) Reactant: [Br:1][C:2]1[CH:3]=[CH:4][C:5]([CH2:13]Br)=[C:6]([CH:12]=1)[C:7]([O:9]CC)=O.[CH3:15][N:16]1[C:24]2[C:19](=[CH:20][C:21]([NH2:25])=[CH:22][CH:23]=2)[CH:18]=[CH:17]1.C(N(CC)C(C)C)(C)C. Product: [Br:1][C:2]1[CH:12]=[C:6]2[C:5]([CH2:13][N:25]([C:21]3[CH:20]=[C:19]4[C:24](=[CH:23][CH:22]=3)[N:16]([CH3:15])[CH:17]=[CH:18]4)[C:7]2=[O:9])=[CH:4][CH:3]=1. The catalyst class is: 8. (2) Reactant: [C:1]1([CH3:34])[CH:6]=[CH:5][C:4]([C:7]2[N:8]=[C:9]3[CH2:23][CH2:22][CH2:21][N:20]([CH2:24][CH2:25][NH:26]C(=O)OC(C)(C)C)[C:10]3=[N:11][C:12]=2[C:13]2[CH:18]=[CH:17][C:16]([CH3:19])=[CH:15][CH:14]=2)=[CH:3][CH:2]=1.O1CCOCC1.CCOC(C)=O.C(=O)([O-])[O-].[Na+].[Na+]. Product: [C:1]1([CH3:34])[CH:2]=[CH:3][C:4]([C:7]2[N:8]=[C:9]3[CH2:23][CH2:22][CH2:21][N:20]([CH2:24][CH2:25][NH2:26])[C:10]3=[N:11][C:12]=2[C:13]2[CH:18]=[CH:17][C:16]([CH3:19])=[CH:15][CH:14]=2)=[CH:5][CH:6]=1. The catalyst class is: 33. (3) Reactant: [Cl:1][C:2]1[CH:8]=[CH:7][C:5]([NH2:6])=[CH:4][CH:3]=1.C[N:10]1[CH2:15][CH2:14][O:13]CC1.Cl.CN(C)CCCN=C=NCC.O.O[N:30]1[C:34]2C=CC=C[C:33]=2[N:32]=N1. Product: [Cl:1][C:2]1[CH:8]=[CH:7][C:5]([NH:6][C:14](=[O:13])[CH2:15][N:10]2[N:32]=[CH:33][CH:34]=[N:30]2)=[CH:4][CH:3]=1. The catalyst class is: 4. (4) Reactant: [CH3:1][CH2:2][CH2:3][CH2:4][CH2:5][CH2:6][CH2:7][CH2:8][CH2:9][CH2:10][CH2:11][CH2:12][CH2:13][CH2:14][CH2:15][C:16]([OH:18])=[O:17].CC1N=C2N(CCCC2O)C(=O)C=1CCN1CCC(C2C3C=CC(F)=CC=3ON=2)CC1. Product: [C:16]([OH:18])(=[O:17])[CH2:15][CH2:14][CH2:13][CH2:12][CH2:11][CH2:10][CH2:9][CH2:8][CH2:7][CH2:6][CH2:5][CH2:4][CH2:3][CH2:2][CH3:1]. The catalyst class is: 237.